This data is from Drug-target binding data from BindingDB using IC50 measurements. The task is: Regression. Given a target protein amino acid sequence and a drug SMILES string, predict the binding affinity score between them. We predict pIC50 (pIC50 = -log10(IC50 in M); higher means more potent). Dataset: bindingdb_ic50. (1) The compound is CCCCCCCCCCCC(=O)N1CSC[C@H]1C(=O)N1CCCC1. The target protein (O70196) has sequence MLSFQYPDVYRDETSVQDYHGHKICDPYAWLEDPDSEQTKAFVEAQNKITVPFLEQCPIRGLYKERMTELYDYPKYSCHFKKGKRYFYFYNTGLQNQRVLYVQDSLEGEARVFLDPNTLSDDGTVALRGYAFSEDGEYFAYGLSASGSDWVTIKFMKVDGAKELPDVLERVKFTCMAWTHDGKGMFYNSYPQQDGKSDGTETSTNLHQKLCYHVLGTDQSEDVLCAEFPDEPKWMGGAELSDDGRYVLLSIWEGCDPVNRLWYCDLQQGSNGINGILKWVKLIDNFEGEYDYITNEGTVFTFKTNRNSPNYRLINIDFTDPDESKWKVLVPEHEKDVLEWVACVRSNFLVLCYLRNVKNILQLHDLTTGALLKTFPLDVGSVVGYSGRKKDSEIFYQFTSFLSPGVIYHCDLTREELEPRVFREVTVKGIDASDYQTIQVFYPSKDGTKIPMFIVHKKGIKLDGSHPAFLYGYGGFNISITPNYSVSRLIFVRHMGGVLA.... The pIC50 is 7.3. (2) The compound is O=C1NCc2nc(Sc3ccc(F)cc3F)c(N3CC4CC3CN4CC3CC3)cc2N1c1c(Cl)cccc1Cl. The target protein (Q9Z1B7) has sequence MSLTRKRGFYKQDINKTAWELPKTYLAPAHVGSGAYGAVCSAIDKRTGEKVAIKKLSRPFQSEIFAKRAYRELLLLKHMHHENVIGLLDVFTPASSLRSFHDFYLVMPFMQTDLQKIMGMEFSEDKVQYLVYQMLKGLKYIHSAGIVHRDLKPGNLAVNEDCELKILDFGLARHTDTEMTGYVVTRWYRAPEVILSWMHYNQTVDIWSVGCIMAEMLTGKTLFKGKDYLDQLTQILKVTGVPGAEFVQKLKDKAAKSYIQSLPQSPKKDFTQLFPRASPQAADLLDKMLELDVDKRLTAAQALAHPFFEPFRDPEEETEAQQPFDDALEHEKLSVDEWKQHIYKEISNFSPIARKDSRRRSGMKLQ. The pIC50 is 8.5. (3) The compound is O=C(OC(C(F)(F)F)C(F)(F)F)N1CCC2(CCCN2Cc2ccc(C(F)(F)F)cc2N2CCCCCC2)CC1. The target protein (Q9QXM0) has sequence MNAMLETPELPAVFDGVKLAAVAAVLYVIVRCLNLKSPTAPPDLYFQDSGLSRFLLKSCPLLTKEYIPPLIWGKSGHIQTALYGKMGRVRSPHPYGHRKFITMSDGATSTFDLFEPLAEHCVGDDITMVICPGIANHSEKQYIRTFVDYAQKNGYRCAVLNHLGALPNIELTSPRMFTYGCTWEFGAMVNYIKRTYPQTQLVVVGFSLGGNIVCKYLGETQANQEKVLCCVSVCQGYSALRAQETFMQWDQCRRFYNFLMADNMKKIILSHRQALFGDHVKKPQSLEDTDLSRLYTATSLMQIDDNVMRKFHGYNSLKEYYEEESCMRYLHRIYVPLMLVNAADDPLVHESLLTIPKSLSEKRENVMFVLPLHGGHLGFFEGSVLFPEPLTWMDKLVVEYANAICQWERNKSQCSDTEQMEAELE. The pIC50 is 6.0. (4) The compound is OC[C@H]1NCC[C@H](O)[C@@H]1O. The target protein (P04066) has sequence MRAPGMRSRPAGPALLLLLLFLGAAESVRRAQPPRRYTPDWPSLDSRPLPAWFDEAKFGVFIHWGVFSVPAWGSEWFWWHWQGEGRPQYQRFMRDNYPPGFSYADFGPQFTARFFHPEEWADLFQAAGAKYVVLTTKHHEGFTNWPSPVSWNWNSKDVGPHRDLVGELGTALRKRNIRYGLYHSLLEWFHPLYLLDKKNGFKTQHFVSAKTMPELYDLVNSYKPDLIWSDGEWECPDTYWNSTNFLSWLYNDSPVKDEVVVNDRWGQNCSCHHGGYYNCEDKFKPQSLPDHKWEMCTSIDKFSWGYRRDMALSDVTEESEIISELVQTVSLGGNYLLNIGPTKDGLIVPIFQERLLAVGKWLSINGEAIYASKPWRVQWEKNTTSVWYTSKGSAVYAIFLHWPENGVLNLESPITTSTTKITMLGIQGDLKWSTDPDKGLFISLPQLPPSAVPAEFAWTIKLTGVK. The pIC50 is 3.0.